From a dataset of Catalyst prediction with 721,799 reactions and 888 catalyst types from USPTO. Predict which catalyst facilitates the given reaction. Reactant: [F:1][C:2]1[CH:7]=[C:6]([I:8])[CH:5]=[CH:4][C:3]=1[NH:9][C:10]([NH2:12])=[O:11].[C:13]([CH2:15][C:16](O)=[O:17])#[N:14].CS(Cl)(=O)=O.O.C(O)(C)C. Product: [C:13]([CH2:15][C:16]([NH:12][C:10]([NH:9][C:3]1[CH:4]=[CH:5][C:6]([I:8])=[CH:7][C:2]=1[F:1])=[O:11])=[O:17])#[N:14]. The catalyst class is: 9.